Dataset: TCR-epitope binding with 47,182 pairs between 192 epitopes and 23,139 TCRs. Task: Binary Classification. Given a T-cell receptor sequence (or CDR3 region) and an epitope sequence, predict whether binding occurs between them. Result: 1 (the TCR binds to the epitope). The epitope is ELAGIGILTV. The TCR CDR3 sequence is CASSPSANTDTQYF.